This data is from NCI-60 drug combinations with 297,098 pairs across 59 cell lines. The task is: Regression. Given two drug SMILES strings and cell line genomic features, predict the synergy score measuring deviation from expected non-interaction effect. (1) Drug 1: C1=CC(=CC=C1CCC2=CNC3=C2C(=O)NC(=N3)N)C(=O)NC(CCC(=O)O)C(=O)O. Drug 2: CC1C(C(CC(O1)OC2CC(CC3=C2C(=C4C(=C3O)C(=O)C5=C(C4=O)C(=CC=C5)OC)O)(C(=O)C)O)N)O.Cl. Cell line: HCT-15. Synergy scores: CSS=44.8, Synergy_ZIP=-1.90, Synergy_Bliss=-0.755, Synergy_Loewe=-6.23, Synergy_HSA=0.879. (2) Drug 1: C1CN1P(=S)(N2CC2)N3CC3. Drug 2: CC1=C(C(CCC1)(C)C)C=CC(=CC=CC(=CC(=O)O)C)C. Cell line: DU-145. Synergy scores: CSS=7.22, Synergy_ZIP=5.99, Synergy_Bliss=7.24, Synergy_Loewe=-13.4, Synergy_HSA=0.676. (3) Drug 1: CS(=O)(=O)OCCCCOS(=O)(=O)C. Drug 2: C1CNP(=O)(OC1)N(CCCl)CCCl. Cell line: MDA-MB-231. Synergy scores: CSS=1.77, Synergy_ZIP=-2.52, Synergy_Bliss=-0.939, Synergy_Loewe=-6.47, Synergy_HSA=-2.57. (4) Drug 1: C1=CC(=C2C(=C1NCCNCCO)C(=O)C3=C(C=CC(=C3C2=O)O)O)NCCNCCO. Drug 2: C1=NC2=C(N1)C(=S)N=CN2. Cell line: DU-145. Synergy scores: CSS=66.0, Synergy_ZIP=-8.01, Synergy_Bliss=-7.34, Synergy_Loewe=-19.2, Synergy_HSA=-3.35. (5) Drug 1: CC12CCC3C(C1CCC2NC(=O)OCC(F)(F)F)CCC4C3(C=CC(=O)N4C)C. Drug 2: CN(C)C(=N)N=C(N)N. Cell line: HT29. Synergy scores: CSS=12.6, Synergy_ZIP=-0.345, Synergy_Bliss=2.14, Synergy_Loewe=-6.34, Synergy_HSA=0.973. (6) Drug 1: CCC1=C2CN3C(=CC4=C(C3=O)COC(=O)C4(CC)O)C2=NC5=C1C=C(C=C5)O. Drug 2: C1CN(P(=O)(OC1)NCCCl)CCCl. Cell line: UACC62. Synergy scores: CSS=43.1, Synergy_ZIP=-0.275, Synergy_Bliss=-0.552, Synergy_Loewe=-75.7, Synergy_HSA=-0.749.